Dataset: Forward reaction prediction with 1.9M reactions from USPTO patents (1976-2016). Task: Predict the product of the given reaction. (1) Given the reactants Cl[C:2]1[CH:7]=[C:6]([Cl:8])[N:5]=[CH:4][N:3]=1.[NH:9]1[CH:13]=[CH:12][N:11]=[C:10]1[C:14]1[C:15]([C:34]2[CH:39]=[CH:38][C:37]([C:40]#[N:41])=[CH:36][CH:35]=2)=[N:16][C:17]([NH:20][CH2:21][CH2:22][NH:23]C2C=CC(C(F)(F)F)=CN=2)=[N:18][CH:19]=1, predict the reaction product. The product is: [Cl:8][C:6]1[N:5]=[CH:4][N:3]=[C:2]([NH:23][CH2:22][CH2:21][NH:20][C:17]2[N:16]=[C:15]([C:34]3[CH:39]=[CH:38][C:37]([C:40]#[N:41])=[CH:36][CH:35]=3)[C:14]([C:10]3[NH:9][CH:13]=[CH:12][N:11]=3)=[CH:19][N:18]=2)[CH:7]=1. (2) Given the reactants [NH2:1][C:2]1[O:3][CH2:4][C@H:5]([CH2:7][CH2:8][C:9]2[CH:14]=[CH:13][C:12]([N:15]3[CH2:23][C:22]4[C:17](=[CH:18][C:19]([Cl:24])=[CH:20][CH:21]=4)[C:16]3=[O:25])=[CH:11][CH:10]=2)[N:6]=1, predict the reaction product. The product is: [ClH:24].[NH2:1][C:2]1[O:3][CH2:4][C@H:5]([CH2:7][CH2:8][C:9]2[CH:14]=[CH:13][C:12]([N:15]3[CH2:23][C:22]4[C:17](=[CH:18][CH:19]=[CH:20][CH:21]=4)[C:16]3=[O:25])=[CH:11][CH:10]=2)[N:6]=1. (3) Given the reactants BrC1C=C(OC)C(N2CCN(C)CC2)=NC=1.[Br:17][C:18]1[CH:23]=[C:22](Br)[C:21]([O:25][CH3:26])=[CH:20][N:19]=1.[N:27]1([C:33]([O:35][C:36]([CH3:39])([CH3:38])[CH3:37])=[O:34])[CH2:32][CH2:31][NH:30][CH2:29][CH2:28]1.[Br:40][C:41]1[C:46]([O:47][CH3:48])=[CH:45][N:44]=[C:43]([N:49]2[CH2:54][CH2:53][N:52]([C:55]([O:57][C:58]([CH3:61])([CH3:60])[CH3:59])=[O:56])[CH2:51][CH2:50]2)[CH:42]=1, predict the reaction product. The product is: [Br:40][C:41]1[C:46]([O:47][CH3:48])=[CH:45][N:44]=[C:43]([N:49]2[CH2:54][CH2:53][N:52]([C:55]([O:57][C:58]([CH3:61])([CH3:60])[CH3:59])=[O:56])[CH2:51][CH2:50]2)[CH:42]=1.[Br:17][C:18]1[CH:23]=[C:22]([N:30]2[CH2:29][CH2:28][N:27]([C:33]([O:35][C:36]([CH3:39])([CH3:38])[CH3:37])=[O:34])[CH2:32][CH2:31]2)[C:21]([O:25][CH3:26])=[CH:20][N:19]=1. (4) Given the reactants [F:1][C:2]([F:18])([F:17])[O:3][C:4]1[CH:9]=[CH:8][C:7]([C:10]2[C:11]([NH2:16])=[N:12][CH:13]=[CH:14][CH:15]=2)=[CH:6][CH:5]=1.[H-].[Na+].Cl[CH2:22][CH2:23][S:24](Cl)(=[O:26])=[O:25].O, predict the reaction product. The product is: [F:18][C:2]([F:1])([F:17])[O:3][C:4]1[CH:5]=[CH:6][C:7]([C:10]2[C:11]3=[N:16][S:24](=[O:26])(=[O:25])[CH2:23][CH2:22][N:12]3[CH:13]=[CH:14][CH:15]=2)=[CH:8][CH:9]=1.